Dataset: Catalyst prediction with 721,799 reactions and 888 catalyst types from USPTO. Task: Predict which catalyst facilitates the given reaction. (1) Reactant: [NH:1]=[C:2]([C:10]1[N:11]=[CH:12][N:13]2[C:18](=[O:19])[N:17]([CH3:20])[N:16]=[N:15][C:14]=12)[S:3][CH2:4][C:5](=O)[C:6](O)=[O:7].ClC(OCC(C)C)=O.C([N:31](CC)CC)C.N. Product: [CH3:20][N:17]1[C:18](=[O:19])[N:13]2[CH:12]=[N:11][C:10]([C:2]3[S:3][CH:4]=[C:5]([C:6]([NH2:31])=[O:7])[N:1]=3)=[C:14]2[N:15]=[N:16]1. The catalyst class is: 1. (2) Reactant: [Br:1][C:2]1[CH:7]=[CH:6][C:5]([CH2:8]Br)=[C:4]([F:10])[CH:3]=1.[C-:11]#[N:12].[K+].C(O)C. Product: [Br:1][C:2]1[CH:7]=[CH:6][C:5]([CH2:8][C:11]#[N:12])=[C:4]([F:10])[CH:3]=1. The catalyst class is: 6. (3) Product: [CH2:16]([C:14]1[S:15][C:9]2[N:8]([CH2:18][C:19]3[CH:24]=[CH:23][C:22]([C:25]4[C:26]([C:31]#[N:32])=[CH:27][CH:28]=[CH:29][CH:30]=4)=[CH:21][CH:20]=3)[C:7](=[O:33])[NH:6][C:11](=[O:12])[C:10]=2[CH:13]=1)[CH3:17]. Reactant: COC1C=C(OC)C=CC=1C[N:6]1[C:11](=[O:12])[C:10]2[CH:13]=[C:14]([CH2:16][CH3:17])[S:15][C:9]=2[N:8]([CH2:18][C:19]2[CH:24]=[CH:23][C:22]([C:25]3[C:26]([C:31]#[N:32])=[CH:27][CH:28]=[CH:29][CH:30]=3)=[CH:21][CH:20]=2)[C:7]1=[O:33].FC(F)(F)C(O)=O. The catalyst class is: 11. (4) Reactant: C([N:3]([CH2:6][CH3:7])CC)C.F[C:9](F)(F)[C:10](O)=O.[C:15](=O)([O-])O.[Na+].[C:20]([O:23][CH2:24][CH3:25])(=[O:22])[CH3:21]. Product: [O:22]=[C:20]1[C:21]2[C:25](=[CH:15][C:7]([C:6]#[N:3])=[CH:9][CH:10]=2)[CH2:24][O:23]1. The catalyst class is: 217.